This data is from Catalyst prediction with 721,799 reactions and 888 catalyst types from USPTO. The task is: Predict which catalyst facilitates the given reaction. (1) Reactant: Br[CH2:2][CH2:3][CH2:4][OH:5].[CH3:6][N:7]1[CH2:12][CH2:11][NH:10][CH2:9][CH2:8]1.C(=O)([O-])[O-].[K+].[K+]. Product: [OH:5][CH2:4][CH2:3][CH2:2][N:10]1[CH2:11][CH2:12][N:7]([CH3:6])[CH2:8][CH2:9]1. The catalyst class is: 8. (2) Reactant: [CH3:1][O:2][C:3]1[N:8]=[C:7]([NH:9][C:10]2[S:11][C:12]3[CH2:18][CH:17]([NH:19][C:20](=[O:26])[O:21][C:22]([CH3:25])([CH3:24])[CH3:23])[CH2:16][CH2:15][C:13]=3[N:14]=2)[C:6]([N+:27]([O-])=O)=[CH:5][CH:4]=1.C([O-])=O.[NH4+]. Product: [NH2:27][C:6]1[C:7]([NH:9][C:10]2[S:11][C:12]3[CH2:18][CH:17]([NH:19][C:20](=[O:26])[O:21][C:22]([CH3:24])([CH3:23])[CH3:25])[CH2:16][CH2:15][C:13]=3[N:14]=2)=[N:8][C:3]([O:2][CH3:1])=[CH:4][CH:5]=1. The catalyst class is: 29. (3) Reactant: [Br:1][C:2]1[CH:7]=[CH:6][C:5]([C@@H:8]([N:10]2[CH2:15][CH2:14][C:13]([CH2:19][CH2:20][CH2:21][OH:22])([CH:16]([CH3:18])[CH3:17])[O:12][C:11]2=[O:23])[CH3:9])=[CH:4][CH:3]=1.CC(C)=[O:26].OS(O)(=O)=O.O=[Cr](=O)=O. Product: [Br:1][C:2]1[CH:7]=[CH:6][C:5]([C@@H:8]([N:10]2[CH2:15][CH2:14][C:13]([CH2:19][CH2:20][C:21]([OH:26])=[O:22])([CH:16]([CH3:17])[CH3:18])[O:12][C:11]2=[O:23])[CH3:9])=[CH:4][CH:3]=1. The catalyst class is: 21. (4) Reactant: C(O[C:6]([N:8](C)[CH2:9][CH2:10][N:11]([CH3:26])[CH2:12][CH2:13][O:14][C:15]1[CH:16]=[C:17]([CH2:21][C:22]([O:24][CH3:25])=[O:23])[CH:18]=[CH:19][CH:20]=1)=O)(C)(C)C.Cl.O1CCOCC1. Product: [CH3:25][O:24][C:22](=[O:23])[CH2:21][C:17]1[CH:18]=[CH:19][CH:20]=[C:15]([O:14][CH2:13][CH2:12][N:11]([CH3:26])[CH2:10][CH2:9][NH:8][CH3:6])[CH:16]=1. The catalyst class is: 5. (5) Reactant: CO[C:3]([CH:5]1[CH2:9][C:8]([CH3:11])([CH3:10])[CH2:7][C:6]1=O)=[O:4].[Cl:13][C:14]1[CH:15]=[CH:16][C:17]([F:23])=[C:18]([CH:22]=1)[C:19]([NH2:21])=[NH:20]. Product: [Cl:13][C:14]1[CH:15]=[CH:16][C:17]([F:23])=[C:18]([C:19]2[N:20]=[C:3]([OH:4])[C:5]3[CH2:9][C:8]([CH3:11])([CH3:10])[CH2:7][C:6]=3[N:21]=2)[CH:22]=1. The catalyst class is: 8. (6) Reactant: Cl[C:2]1[N:34]=[C:5]2[C:6]([C:24]3[CH:29]=[CH:28][CH:27]=[C:26]([C:30]([F:33])([F:32])[F:31])[CH:25]=3)=[C:7]([CH3:23])[C:8]([C:10]3[N:14]([C:15]4[CH:22]=[CH:21][C:18]([C:19]#[N:20])=[CH:17][CH:16]=4)[N:13]=[CH:12][CH:11]=3)=[CH:9][N:4]2[N:3]=1.[CH3:35][O-:36].[Na+]. Product: [CH3:35][O:36][C:2]1[N:34]=[C:5]2[C:6]([C:24]3[CH:29]=[CH:28][CH:27]=[C:26]([C:30]([F:33])([F:32])[F:31])[CH:25]=3)=[C:7]([CH3:23])[C:8]([C:10]3[N:14]([C:15]4[CH:22]=[CH:21][C:18]([C:19]#[N:20])=[CH:17][CH:16]=4)[N:13]=[CH:12][CH:11]=3)=[CH:9][N:4]2[N:3]=1. The catalyst class is: 5. (7) Reactant: Cl.[OH-:2].[K+].[OH2:4].C[N:6](C)[C:7]1[CH:14]=[CH:13][C:10]([CH:11]=[O:12])=CC=1. Product: [NH:6]1[CH2:7][C@H:14]([OH:4])[CH2:13][C@H:10]1[C:11]([OH:12])=[O:2]. The catalyst class is: 11. (8) Reactant: C(OC(=O)[NH:7][C@H:8]([C:12]1[N:16]([C:17]2[CH:22]=[CH:21][CH:20]=[CH:19][CH:18]=2)[C:15]2[CH:23]=[C:24]([F:27])[CH:25]=[CH:26][C:14]=2[N:13]=1)[CH2:9][O:10][CH3:11])(C)(C)C.C(O)(C(F)(F)F)=O. Product: [F:27][C:24]1[CH:25]=[CH:26][C:14]2[N:13]=[C:12]([C@@H:8]([NH2:7])[CH2:9][O:10][CH3:11])[N:16]([C:17]3[CH:18]=[CH:19][CH:20]=[CH:21][CH:22]=3)[C:15]=2[CH:23]=1. The catalyst class is: 2. (9) Reactant: [F:1][C:2]1[CH:26]=[C:25]([N+:27]([O-])=O)[CH:24]=[CH:23][C:3]=1[O:4][C:5]1[C:10]2[S:11][C:12]([C:14]3[CH2:19][CH2:18][N:17]([C:20](=[O:22])[CH3:21])[CH2:16][CH:15]=3)=[CH:13][C:9]=2C=[CH:7][CH:6]=1.[NH4+:30].[Cl-].O. Product: [NH2:27][C:25]1[CH:24]=[CH:23][C:3]([O:4][C:5]2[CH:6]=[CH:7][N:30]=[C:9]3[CH:13]=[C:12]([C:14]4[CH2:19][CH2:18][N:17]([C:20](=[O:22])[CH3:21])[CH2:16][CH:15]=4)[S:11][C:10]=23)=[C:2]([F:1])[CH:26]=1. The catalyst class is: 447. (10) Reactant: [CH2:1]([O:3][P:4](/[CH:9]=[CH:10]/[C:11]1[C:12]([O:22][CH2:23][C:24]2[CH:47]=[CH:46][C:27]([O:28][CH2:29][C:30]3[N:31]=[C:32]([C:36]4[S:40][C:39]([C:41]([O:43]CC)=[O:42])=[CH:38][CH:37]=4)[O:33][C:34]=3[CH3:35])=[C:26]([O:48][CH3:49])[CH:25]=2)=[N:13][N:14]([C:16]2[CH:21]=[CH:20][CH:19]=[CH:18][CH:17]=2)[CH:15]=1)([O:6][CH2:7][CH3:8])=[O:5])[CH3:2].O1CCCC1.[OH-].[Na+].Cl. Product: [CH2:7]([O:6][P:4](/[CH:9]=[CH:10]/[C:11]1[C:12]([O:22][CH2:23][C:24]2[CH:47]=[CH:46][C:27]([O:28][CH2:29][C:30]3[N:31]=[C:32]([C:36]4[S:40][C:39]([C:41]([OH:43])=[O:42])=[CH:38][CH:37]=4)[O:33][C:34]=3[CH3:35])=[C:26]([O:48][CH3:49])[CH:25]=2)=[N:13][N:14]([C:16]2[CH:21]=[CH:20][CH:19]=[CH:18][CH:17]=2)[CH:15]=1)([O:3][CH2:1][CH3:2])=[O:5])[CH3:8]. The catalyst class is: 97.